Dataset: Full USPTO retrosynthesis dataset with 1.9M reactions from patents (1976-2016). Task: Predict the reactants needed to synthesize the given product. (1) Given the product [CH3:1][O:2][C:3](=[O:9])[CH:4]([O:5][Si:10]([C:13]([CH3:16])([CH3:15])[CH3:14])([CH3:12])[CH3:11])[CH:6]1[CH2:8][CH2:7]1, predict the reactants needed to synthesize it. The reactants are: [CH3:1][O:2][C:3](=[O:9])[CH:4]([CH:6]1[CH2:8][CH2:7]1)[OH:5].[Si:10](Cl)([C:13]([CH3:16])([CH3:15])[CH3:14])([CH3:12])[CH3:11].N1C=CN=C1. (2) Given the product [F:1][C:2]([F:7])([F:6])[C:3]([OH:5])=[O:4].[F:8][C:9]([F:14])([F:13])[C:10]([OH:12])=[O:11].[F:15][C:16]([F:21])([F:20])[C:17]([OH:19])=[O:18].[Cl:29][C:30]1[CH:31]=[N:32][C:33]2[NH:34][C:35]3[CH:36]=[N:37][CH:38]=[C:3]([CH:2]=3)[CH2:40][CH2:41][C:42]3[CH:50]=[C:46]([NH:47][C:48]=1[N:49]=2)[CH:45]=[CH:44][C:43]=3[NH:51][CH2:52][CH2:53][CH:54]1[CH2:55][CH2:56][N:57]([S:69]([C:64]2[CH:65]=[CH:66][CH:67]=[CH:68][C:63]=2[C:61]#[N:62])(=[O:71])=[O:70])[CH2:58][CH2:59]1, predict the reactants needed to synthesize it. The reactants are: [F:1][C:2]([F:7])([F:6])[C:3]([OH:5])=[O:4].[F:8][C:9]([F:14])([F:13])[C:10]([OH:12])=[O:11].[F:15][C:16]([F:21])([F:20])[C:17]([OH:19])=[O:18].FC(F)(F)C(O)=O.[Cl:29][C:30]1[CH:31]=[N:32][C:33]2[NH:34][C:35]3[CH:36]=[N:37][CH:38]=C(C=3)[CH2:40][CH2:41][C:42]3[CH:50]=[C:46]([NH:47][C:48]=1[N:49]=2)[CH:45]=[CH:44][C:43]=3[NH:51][CH2:52][CH2:53][CH:54]1[CH2:59][CH2:58][NH:57][CH2:56][CH2:55]1.[C:61]([C:63]1[CH:68]=[CH:67][CH:66]=[CH:65][C:64]=1[S:69](Cl)(=[O:71])=[O:70])#[N:62]. (3) Given the product [CH3:32][N:33]1[CH:37]=[C:36]([CH2:38][NH:39][C:20]([N:12]2[CH2:13][CH:14]([CH2:15][C:16]([CH3:17])([CH3:19])[CH3:18])[C:10]3([C:5]4[C:6](=[CH:7][C:2]([Cl:1])=[CH:3][CH:4]=4)[NH:8][C:9]3=[O:31])[CH:11]2[C:23]2[CH:28]=[CH:27][CH:26]=[C:25]([Cl:29])[C:24]=2[F:30])=[O:21])[C:35]([CH3:40])=[N:34]1, predict the reactants needed to synthesize it. The reactants are: [Cl:1][C:2]1[CH:7]=[C:6]2[NH:8][C:9](=[O:31])[C:10]3([CH:14]([CH2:15][C:16]([CH3:19])([CH3:18])[CH3:17])[CH2:13][N:12]([C:20](Cl)=[O:21])[CH:11]3[C:23]3[CH:28]=[CH:27][CH:26]=[C:25]([Cl:29])[C:24]=3[F:30])[C:5]2=[CH:4][CH:3]=1.[CH3:32][N:33]1[CH:37]=[C:36]([CH2:38][NH2:39])[C:35]([CH3:40])=[N:34]1. (4) Given the product [C:34]1([CH2:30][CH2:31][C:32]#[C:33][C:2]2[O:3][C:4]3[CH:10]=[CH:9][CH:8]=[CH:7][C:5]=3[N:6]=2)[CH:39]=[CH:38][CH:37]=[CH:36][CH:35]=1, predict the reactants needed to synthesize it. The reactants are: Cl[C:2]1[O:3][C:4]2[CH:10]=[CH:9][CH:8]=[CH:7][C:5]=2[N:6]=1.C1(P(C2C=CC=CC=2)C2C=CC=CC=2)C=CC=CC=1.[CH2:30]([C:34]1[CH:39]=[CH:38][CH:37]=[CH:36][CH:35]=1)[CH2:31][C:32]#[CH:33]. (5) Given the product [N+:1]([C:4]1[CH:11]=[CH:10][CH:9]=[CH:8][C:5]=1/[CH:6]=[C:26]1/[C:25](=[O:27])[NH:24]/[C:23](=[CH:31]\[C:32]2[CH:37]=[CH:36][CH:35]=[CH:34][CH:33]=2)/[C:22](=[O:38])[NH:21]/1)([O-:3])=[O:2], predict the reactants needed to synthesize it. The reactants are: [N+:1]([C:4]1[CH:11]=[CH:10][CH:9]=[CH:8][C:5]=1[CH:6]=O)([O-:3])=[O:2].C([O-])([O-])=O.[K+].[K+].C([N:21]1[CH2:26][C:25](=[O:27])[N:24](C(=O)C)/[C:23](=[CH:31]\[C:32]2[CH:37]=[CH:36][CH:35]=[CH:34][CH:33]=2)/[C:22]1=[O:38])(=O)C.C(O)(=O)CC(CC(O)=O)(C(O)=O)O. (6) Given the product [CH3:13][O:14][C:15]1[CH:20]=[CH:19][C:18]([C:21]2[N:22]=[C:23]([CH:32]3[CH2:37][CH2:36][N:35]([C:5](=[O:11])[N:48]([OH:49])[CH3:47])[CH2:34][CH2:33]3)[O:24][C:25]=2[C:26]2[CH:31]=[CH:30][CH:29]=[CH:28][CH:27]=2)=[CH:17][CH:16]=1, predict the reactants needed to synthesize it. The reactants are: ClC(Cl)(O[C:5](=[O:11])OC(Cl)(Cl)Cl)Cl.[CH3:13][O:14][C:15]1[CH:20]=[CH:19][C:18]([C:21]2[N:22]=[C:23]([CH:32]3[CH2:37][CH2:36][NH:35][CH2:34][CH2:33]3)[O:24][C:25]=2[C:26]2[CH:31]=[CH:30][CH:29]=[CH:28][CH:27]=2)=[CH:17][CH:16]=1.C(N(CC)CC)C.Cl.Cl.[CH3:47][NH:48][OH:49]. (7) Given the product [CH:1]([C:4]1[CH:5]=[CH:6][C:7]2[S:10][CH:12]=[C:13]([CH3:14])[C:8]=2[CH:9]=1)([CH3:3])[CH3:2], predict the reactants needed to synthesize it. The reactants are: [CH:1]([C:4]1[CH:9]=[CH:8][C:7]([SH:10])=[CH:6][CH:5]=1)([CH3:3])[CH3:2].Cl[CH2:12][C:13](=O)[CH3:14].C([O-])([O-])=O.[K+].[K+].